From a dataset of Peptide-MHC class II binding affinity with 134,281 pairs from IEDB. Regression. Given a peptide amino acid sequence and an MHC pseudo amino acid sequence, predict their binding affinity value. This is MHC class II binding data. (1) The peptide sequence is GSMAKKGDEQKLRSA. The MHC is HLA-DPA10103-DPB10301 with pseudo-sequence HLA-DPA10103-DPB10301. The binding affinity (normalized) is 0. (2) The peptide sequence is IGITDRDFIEGVHGG. The MHC is HLA-DQA10102-DQB10501 with pseudo-sequence HLA-DQA10102-DQB10501. The binding affinity (normalized) is 0. (3) The peptide sequence is KEPIVGAETFYVDGA. The MHC is DRB1_1101 with pseudo-sequence DRB1_1101. The binding affinity (normalized) is 0.254. (4) The peptide sequence is KTLEAAFTVSSKRNL. The MHC is DRB1_0101 with pseudo-sequence DRB1_0101. The binding affinity (normalized) is 0.501. (5) The peptide sequence is DSGKVIPEWCCRSCT. The MHC is HLA-DQA10601-DQB10402 with pseudo-sequence HLA-DQA10601-DQB10402. The binding affinity (normalized) is 0.503. (6) The peptide sequence is DLGCGRGGWCYYAAA. The MHC is DRB3_0101 with pseudo-sequence DRB3_0101. The binding affinity (normalized) is 0.466. (7) The peptide sequence is GTLHDKKSMGDDHFW. The MHC is DRB1_1201 with pseudo-sequence DRB1_1201. The binding affinity (normalized) is 0.118.